From a dataset of Peptide-MHC class I binding affinity with 185,985 pairs from IEDB/IMGT. Regression. Given a peptide amino acid sequence and an MHC pseudo amino acid sequence, predict their binding affinity value. This is MHC class I binding data. (1) The peptide sequence is IPRQWHPFA. The MHC is HLA-A31:01 with pseudo-sequence HLA-A31:01. The binding affinity (normalized) is 0.0847. (2) The peptide sequence is AYSSWMYSY. The MHC is HLA-A69:01 with pseudo-sequence HLA-A69:01. The binding affinity (normalized) is 0.0847. (3) The peptide sequence is AASTLLYATV. The MHC is HLA-A02:01 with pseudo-sequence HLA-A02:01. The binding affinity (normalized) is 0.260. (4) The peptide sequence is NLYKVYNGI. The MHC is HLA-A02:01 with pseudo-sequence HLA-A02:01. The binding affinity (normalized) is 0.435. (5) The MHC is HLA-B18:01 with pseudo-sequence HLA-B18:01. The peptide sequence is IEVALRTLLL. The binding affinity (normalized) is 0.311. (6) The peptide sequence is KTVAGSFAS. The MHC is HLA-A02:03 with pseudo-sequence HLA-A02:03. The binding affinity (normalized) is 0.238. (7) The binding affinity (normalized) is 0.144. The peptide sequence is FLLFLEITY. The MHC is HLA-A03:01 with pseudo-sequence HLA-A03:01. (8) The peptide sequence is AMHDKKIDIL. The MHC is HLA-A02:01 with pseudo-sequence HLA-A02:01. The binding affinity (normalized) is 0.330.